Dataset: Forward reaction prediction with 1.9M reactions from USPTO patents (1976-2016). Task: Predict the product of the given reaction. (1) Given the reactants [Cl:1][C:2]1[C:7]([Cl:8])=[C:6](Cl)[N:5]=[C:4]([C:10]([O:12][CH2:13][C:14]2[CH:19]=[CH:18][CH:17]=[CH:16][CH:15]=2)=[O:11])[CH:3]=1.[Cl:20][C:21]1[CH:26]=[CH:25][C:24](B2OCCCO2)=[C:23]([F:33])[C:22]=1[O:34][CH3:35].[F-].[Cs+].C(#N)C, predict the reaction product. The product is: [Cl:1][C:2]1[C:7]([Cl:8])=[C:6]([C:24]2[CH:25]=[CH:26][C:21]([Cl:20])=[C:22]([O:34][CH3:35])[C:23]=2[F:33])[N:5]=[C:4]([C:10]([O:12][CH2:13][C:14]2[CH:19]=[CH:18][CH:17]=[CH:16][CH:15]=2)=[O:11])[CH:3]=1. (2) Given the reactants [F:1][C:2]1[CH:3]=[C:4]([CH:17]=[CH:18][CH:19]=1)[CH2:5][NH:6][C:7]([NH:9][C:10]1[S:11][CH:12]=[C:13]([CH2:15][OH:16])[N:14]=1)=[O:8].CC(OI1(OC(C)=O)(OC(C)=O)OC(=O)C2C=CC=CC1=2)=O, predict the reaction product. The product is: [F:1][C:2]1[CH:3]=[C:4]([CH:17]=[CH:18][CH:19]=1)[CH2:5][NH:6][C:7]([NH:9][C:10]1[S:11][CH:12]=[C:13]([CH:15]=[O:16])[N:14]=1)=[O:8]. (3) Given the reactants [Cl:1][C:2]1[C:9]([I:10])=[CH:8][CH:7]=[C:6]([F:11])[C:3]=1[CH:4]=O.[NH2:12]OS(O)(=O)=O, predict the reaction product. The product is: [Cl:1][C:2]1[C:9]([I:10])=[CH:8][CH:7]=[C:6]([F:11])[C:3]=1[C:4]#[N:12]. (4) The product is: [CH3:7][N:4]1[C:3]([C:8]([O:10][CH3:11])=[O:9])=[C:2]([C:12]2[CH:17]=[CH:16][CH:15]=[CH:14][CH:13]=2)[CH:6]=[N:5]1. Given the reactants Br[C:2]1[CH:6]=[N:5][N:4]([CH3:7])[C:3]=1[C:8]([O:10][CH3:11])=[O:9].[C:12]1(B(O)O)[CH:17]=[CH:16][CH:15]=[CH:14][CH:13]=1.C(=O)([O-])[O-].[Cs+].[Cs+], predict the reaction product. (5) Given the reactants [OH:1][C:2]1[CH:9]=[CH:8][C:5]([CH2:6]O)=[CH:4][CH:3]=1.[N+:10]([CH:13]([CH3:15])[CH3:14])([O-:12])=[O:11].CC(C)([O-])C.[K+], predict the reaction product. The product is: [CH3:14][C:13]([N+:10]([O-:12])=[O:11])([CH3:15])[CH2:6][C:5]1[CH:8]=[CH:9][C:2]([OH:1])=[CH:3][CH:4]=1. (6) Given the reactants [Cl:1][C:2]1[CH:7]=[CH:6][C:5]([S:8]([N:11]2[C:20]3[C:15](=[CH:16][CH:17]=[CH:18][CH:19]=3)[C:14](=O)[CH:13]([C:22]([O:24]CC)=O)[CH2:12]2)(=[O:10])=[O:9])=[CH:4][CH:3]=1.ClC1C=CC(S(N2C3C(=CC=CC=3)C(=O)CC2)(=O)=O)=CC=1.CCOC(P(OCC)(OCC)=O)=O.[H-].[Na+].[NH2:63][NH2:64], predict the reaction product. The product is: [Cl:1][C:2]1[CH:7]=[CH:6][C:5]([S:8]([N:11]2[C:20]3[CH:19]=[CH:18][CH:17]=[CH:16][C:15]=3[C:14]3[NH:63][N:64]=[C:22]([OH:24])[C:13]=3[CH2:12]2)(=[O:10])=[O:9])=[CH:4][CH:3]=1. (7) Given the reactants [CH2:1]=O.[CH2:3]([NH:7][CH3:8])[CH2:4][CH2:5][CH3:6].[Cl:9][C:10]1[C:11]([N:30]2[CH2:35][CH2:34][CH:33]([C:36]([O:38][CH2:39][CH3:40])=[O:37])[CH2:32][CH2:31]2)=[N:12][CH:13]=[C:14]([C:16](=[O:29])[NH:17][C:18]2[S:19][CH:20]=[C:21]([C:23]3[S:24][CH:25]=[C:26]([Cl:28])[CH:27]=3)[N:22]=2)[CH:15]=1, predict the reaction product. The product is: [CH2:3]([N:7]([CH2:1][C:20]1[S:19][C:18]([NH:17][C:16]([C:14]2[CH:15]=[C:10]([Cl:9])[C:11]([N:30]3[CH2:35][CH2:34][CH:33]([C:36]([O:38][CH2:39][CH3:40])=[O:37])[CH2:32][CH2:31]3)=[N:12][CH:13]=2)=[O:29])=[N:22][C:21]=1[C:23]1[S:24][CH:25]=[C:26]([Cl:28])[CH:27]=1)[CH3:8])[CH2:4][CH2:5][CH3:6]. (8) Given the reactants C1COCC1.Cl[C:7]1[CH:8]=[C:9]([NH:28][CH2:29][CH:30]([CH3:32])[CH3:31])[C:10]2[N:11]([C:13]([C:16]3[CH:27]=[CH:26][C:19]([C:20]([NH:22][CH:23]4[CH2:25][CH2:24]4)=[O:21])=[CH:18][CH:17]=3)=[CH:14][N:15]=2)[N:12]=1.[H-].[Na+].[CH:35]1([NH2:41])[CH2:40][CH2:39][CH2:38][CH2:37][CH2:36]1, predict the reaction product. The product is: [CH:35]1([NH:41][C:7]2[CH:8]=[C:9]([NH:28][CH2:29][CH:30]([CH3:32])[CH3:31])[C:10]3[N:11]([C:13]([C:16]4[CH:27]=[CH:26][C:19]([C:20]([NH:22][CH:23]5[CH2:25][CH2:24]5)=[O:21])=[CH:18][CH:17]=4)=[CH:14][N:15]=3)[N:12]=2)[CH2:40][CH2:39][CH2:38][CH2:37][CH2:36]1. (9) Given the reactants [CH2:1]([O:3][C:4]([N:6]=[C:7]=[S:8])=[O:5])[CH3:2].[Br:9][C:10]1[N:15]=[N:14][C:13]([NH2:16])=[CH:12][CH:11]=1, predict the reaction product. The product is: [Br:9][C:10]1[N:15]=[N:14][C:13]([NH:16][C:7]([NH:6][C:4](=[O:5])[O:3][CH2:1][CH3:2])=[S:8])=[CH:12][CH:11]=1.